Dataset: Catalyst prediction with 721,799 reactions and 888 catalyst types from USPTO. Task: Predict which catalyst facilitates the given reaction. (1) Reactant: [F:1][C:2]1[CH:7]=[CH:6][CH:5]=[C:4]([NH:8][CH:9]([CH3:11])[CH3:10])[C:3]=1[NH2:12].Cl[C:14](Cl)([O:16]C(=O)OC(Cl)(Cl)Cl)Cl.O. Product: [F:1][C:2]1[C:3]2[NH:12][C:14](=[O:16])[N:8]([CH:9]([CH3:10])[CH3:11])[C:4]=2[CH:5]=[CH:6][CH:7]=1. The catalyst class is: 4. (2) Reactant: [CH:1]([C:4]1[S:5][C:6]([C:9]2([OH:19])[CH2:18][CH2:17][C:12]3(OCC[O:13]3)[CH2:11][CH2:10]2)=[CH:7][N:8]=1)([CH3:3])[CH3:2].C([O-])([O-])=O.[Na+].[Na+]. Product: [OH:19][C:9]1([C:6]2[S:5][C:4]([CH:1]([CH3:3])[CH3:2])=[N:8][CH:7]=2)[CH2:18][CH2:17][C:12](=[O:13])[CH2:11][CH2:10]1. The catalyst class is: 1. (3) The catalyst class is: 5. Reactant: [C:1]([OH:11])(=[O:10])/[CH:2]=[CH:3]/[C:4]1[CH:9]=[CH:8][CH:7]=[CH:6][CH:5]=1.[OH-].C([N+](CCCC)(CCCC)CCCC)CCC.[C:30]([N:34]([C:45]([O:47][CH2:48]Cl)=[O:46])[CH2:35][C:36]([O:38][CH2:39][CH2:40][Si:41]([CH3:44])([CH3:43])[CH3:42])=[O:37])([CH3:33])([CH3:32])[CH3:31]. Product: [C:4]1(/[CH:3]=[CH:2]/[C:1]([O:11][CH2:48][O:47][C:45](=[O:46])[N:34]([C:30]([CH3:32])([CH3:31])[CH3:33])[CH2:35][C:36](=[O:37])[O:38][CH2:39][CH2:40][Si:41]([CH3:42])([CH3:43])[CH3:44])=[O:10])[CH:5]=[CH:6][CH:7]=[CH:8][CH:9]=1. (4) Reactant: [C:1](OCC)(=O)[CH2:2][C:3]([O-:5])=O.[K+].C(N(CC)CC)C.[Cl-].[Mg+2].[Cl-].[Cl:21][C:22]1[CH:30]=[C:29]([Cl:31])[CH:28]=[CH:27][C:23]=1C(Cl)=O.Cl.[CH3:33][NH:34][NH2:35]. Product: [Cl:21][C:22]1[CH:30]=[C:29]([Cl:31])[CH:28]=[CH:27][C:23]=1[C:1]1[CH:2]=[C:3]([OH:5])[N:34]([CH3:33])[N:35]=1. The catalyst class is: 84. (5) Reactant: CO.C[O-].[Na+].[SH:6][CH2:7][C:8]([O:10][CH3:11])=[O:9].Cl/[C:13](/[C:17]1[CH:22]=[CH:21][C:20]([O:23][CH3:24])=[CH:19][CH:18]=1)=[CH:14]/[C:15]#[N:16]. Product: [NH2:16][C:15]1[CH:14]=[C:13]([C:17]2[CH:18]=[CH:19][C:20]([O:23][CH3:24])=[CH:21][CH:22]=2)[S:6][C:7]=1[C:8]([O:10][CH3:11])=[O:9]. The catalyst class is: 18.